From a dataset of Peptide-MHC class I binding affinity with 185,985 pairs from IEDB/IMGT. Regression. Given a peptide amino acid sequence and an MHC pseudo amino acid sequence, predict their binding affinity value. This is MHC class I binding data. (1) The peptide sequence is TPNNLNKIQL. The MHC is HLA-B51:01 with pseudo-sequence HLA-B51:01. The binding affinity (normalized) is 0. (2) The peptide sequence is YLLNVSYLC. The MHC is HLA-A02:02 with pseudo-sequence HLA-A02:02. The binding affinity (normalized) is 0. (3) The peptide sequence is RADSMMLGY. The MHC is HLA-B40:01 with pseudo-sequence HLA-B40:01. The binding affinity (normalized) is 0.0847. (4) The MHC is HLA-B38:01 with pseudo-sequence HLA-B38:01. The peptide sequence is VTFFCVMTY. The binding affinity (normalized) is 0.0847. (5) The peptide sequence is ALCKVTVPT. The MHC is HLA-A68:02 with pseudo-sequence HLA-A68:02. The binding affinity (normalized) is 0.